From a dataset of Forward reaction prediction with 1.9M reactions from USPTO patents (1976-2016). Predict the product of the given reaction. (1) Given the reactants [CH3:1][O:2][C:3]1[C:12]([NH:13][C:14](=[O:18])OCC)=[N:11][C:10]2[C:5](=[CH:6][CH:7]=[C:8]([CH3:19])[CH:9]=2)[N:4]=1.[CH3:20][O:21][C:22]1[CH:23]=[C:24]([N:28]2[CH2:33][CH2:32][NH:31][CH2:30][CH2:29]2)[CH:25]=[CH:26][CH:27]=1, predict the reaction product. The product is: [CH3:1][O:2][C:3]1[C:12]([NH:13][C:14]([N:31]2[CH2:30][CH2:29][N:28]([C:24]3[CH:25]=[CH:26][CH:27]=[C:22]([O:21][CH3:20])[CH:23]=3)[CH2:33][CH2:32]2)=[O:18])=[N:11][C:10]2[C:5](=[CH:6][CH:7]=[C:8]([CH3:19])[CH:9]=2)[N:4]=1. (2) Given the reactants [C:1]([O:5][C:6]([NH:8][CH:9]1[C:16](=[O:17])[N:15]2[CH:10]1[S:11][CH2:12][C:13]([CH2:34][CH:35]=[O:36])=[C:14]2[C:18]([O:20][CH:21]([C:28]1[CH:33]=[CH:32][CH:31]=[CH:30][CH:29]=1)[C:22]1[CH:27]=[CH:26][CH:25]=[CH:24][CH:23]=1)=[O:19])=[O:7])([CH3:4])([CH3:3])[CH3:2].C(N(CC)C(C)C)(C)C.[F:46][C:47]([F:60])([F:59])[S:48](O[S:48]([C:47]([F:60])([F:59])[F:46])(=[O:50])=[O:49])(=[O:50])=[O:49], predict the reaction product. The product is: [C:1]([O:5][C:6]([NH:8][CH:9]1[C:16](=[O:17])[N:15]2[CH:10]1[S:11][CH2:12][C:13](/[CH:34]=[CH:35]/[O:36][S:48]([C:47]([F:60])([F:59])[F:46])(=[O:50])=[O:49])=[C:14]2[C:18]([O:20][CH:21]([C:28]1[CH:33]=[CH:32][CH:31]=[CH:30][CH:29]=1)[C:22]1[CH:23]=[CH:24][CH:25]=[CH:26][CH:27]=1)=[O:19])=[O:7])([CH3:4])([CH3:3])[CH3:2]. (3) Given the reactants C([S@@]([NH:7][C@@H:8]([C:10]1[CH:22]=[CH:21][C:13]([C:14]([O:16][C:17]([CH3:20])([CH3:19])[CH3:18])=[O:15])=[CH:12][CH:11]=1)[CH3:9])=O)(C)(C)C.[ClH:23], predict the reaction product. The product is: [ClH:23].[C:17]([O:16][C:14](=[O:15])[C:13]1[CH:12]=[CH:11][C:10]([C@H:8]([NH2:7])[CH3:9])=[CH:22][CH:21]=1)([CH3:19])([CH3:18])[CH3:20]. (4) Given the reactants [F:1][C:2]1[CH:21]=[CH:20][C:5]2[C:6]([C:9]3[CH:14]=[CH:13][C:12]([O:15][CH2:16][C@@H:17]4[CH2:19][O:18]4)=[CH:11][CH:10]=3)=[N:7][O:8][C:4]=2[CH:3]=1.[OH:22][C:23]1([C:29]2[CH:34]=[CH:33][CH:32]=[CH:31][CH:30]=2)[CH2:28][CH2:27][NH:26][CH2:25][CH2:24]1, predict the reaction product. The product is: [F:1][C:2]1[CH:21]=[CH:20][C:5]2[C:6]([C:9]3[CH:10]=[CH:11][C:12]([O:15][CH2:16][C@@H:17]([OH:18])[CH2:19][N:26]4[CH2:25][CH2:24][C:23]([C:29]5[CH:34]=[CH:33][CH:32]=[CH:31][CH:30]=5)([OH:22])[CH2:28][CH2:27]4)=[CH:13][CH:14]=3)=[N:7][O:8][C:4]=2[CH:3]=1. (5) Given the reactants Br[C:2]1[CH:3]=[CH:4][C:5]2[N:6]([C:8]([C:11]3[CH:16]=[CH:15][C:14]([F:17])=[CH:13][CH:12]=3)=[CH:9][N:10]=2)[CH:7]=1.CC1(C)C(C)(C)OB([C:26]2[N:30]([C:31]3[CH:36]=[CH:35][C:34]([CH3:37])=[CH:33][CH:32]=3)[N:29]=[CH:28][CH:27]=2)O1, predict the reaction product. The product is: [F:17][C:14]1[CH:15]=[CH:16][C:11]([C:8]2[N:6]3[CH:7]=[C:2]([C:26]4[N:30]([C:31]5[CH:36]=[CH:35][C:34]([CH3:37])=[CH:33][CH:32]=5)[N:29]=[CH:28][CH:27]=4)[CH:3]=[CH:4][C:5]3=[N:10][CH:9]=2)=[CH:12][CH:13]=1. (6) Given the reactants [CH2:1]([O:3][C:4](=[O:29])[CH2:5][C:6]1[CH:11]=[CH:10][CH:9]=[C:8]([O:12][C:13]2[CH:18]=[CH:17][C:16]([C:19]([F:22])([F:21])[F:20])=[CH:15][C:14]=2[CH2:23]OS(C)(=O)=O)[CH:7]=1)[CH3:2].[N-:30]=[N+:31]=[N-:32].[Na+], predict the reaction product. The product is: [CH2:1]([O:3][C:4](=[O:29])[CH2:5][C:6]1[CH:11]=[CH:10][CH:9]=[C:8]([O:12][C:13]2[CH:18]=[CH:17][C:16]([C:19]([F:22])([F:21])[F:20])=[CH:15][C:14]=2[CH2:23][N:30]=[N+:31]=[N-:32])[CH:7]=1)[CH3:2]. (7) Given the reactants [NH:1]1[C:8]2[N:4]([N:5]=[CH:6][CH:7]=2)[CH2:3][CH2:2]1.[N+:9]([O-])([O-:11])=[O:10].[K+], predict the reaction product. The product is: [N+:9]([C:7]1[CH:6]=[N:5][N:4]2[CH2:3][CH2:2][NH:1][C:8]=12)([O-:11])=[O:10].